From a dataset of Forward reaction prediction with 1.9M reactions from USPTO patents (1976-2016). Predict the product of the given reaction. (1) Given the reactants Br.Br[CH2:3][C:4]([C:6]1[C:7]([CH3:12])=[N:8][CH:9]=[CH:10][CH:11]=1)=[O:5].[OH:13][C:14]1[CH:19]=[CH:18][C:17]([CH2:20][C:21]([O:23][CH3:24])=[O:22])=[CH:16][CH:15]=1.C(=O)([O-])[O-].[K+].[K+], predict the reaction product. The product is: [CH3:12][C:7]1[C:6]([C:4](=[O:5])[CH2:3][O:13][C:14]2[CH:15]=[CH:16][C:17]([CH2:20][C:21]([O:23][CH3:24])=[O:22])=[CH:18][CH:19]=2)=[CH:11][CH:10]=[CH:9][N:8]=1. (2) Given the reactants ClC1C=CC(C(OO)=[O:9])=CC=1.[CH3:12][S:13][C:14]1[CH:15]=[CH:16][C:17]2[N:18]([C:20]([CH2:27][N:28]3[CH2:32][CH:31]([CH2:33][CH2:34][CH3:35])[CH2:30][C:29]3=[O:36])=[C:21]([C:23]([F:26])([F:25])[F:24])[N:22]=2)[N:19]=1, predict the reaction product. The product is: [CH3:12][S:13]([C:14]1[CH:15]=[CH:16][C:17]2[N:18]([C:20]([CH2:27][N:28]3[CH2:32][CH:31]([CH2:33][CH2:34][CH3:35])[CH2:30][C:29]3=[O:36])=[C:21]([C:23]([F:25])([F:24])[F:26])[N:22]=2)[N:19]=1)=[O:9]. (3) Given the reactants [C:1]([O:5][C:6](=[O:26])[NH:7][C@H:8]1[CH2:13][CH2:12][CH2:11][CH2:10][C@H:9]1[NH:14][C:15]1[N:16]=[CH:17][C:18]2[CH:24]=[N:23][CH:22]=[C:21](I)[C:19]=2[N:20]=1)([CH3:4])([CH3:3])[CH3:2].C(OC([N:34]1[C:42]2[C:37](=[CH:38][CH:39]=[C:40]([C:43](=[O:45])[NH2:44])[CH:41]=2)[C:36](B2OC(C)(C)C(C)(C)O2)=[CH:35]1)=O)(C)(C)C.C(=O)([O-])[O-].[K+].[K+].COCCOC.O, predict the reaction product. The product is: [C:1]([O:5][C:6](=[O:26])[NH:7][C@H:8]1[CH2:13][CH2:12][CH2:11][CH2:10][C@H:9]1[NH:14][C:15]1[N:16]=[CH:17][C:18]2[CH:24]=[N:23][CH:22]=[C:21]([C:36]3[C:37]4[C:42](=[CH:41][C:40]([C:43](=[O:45])[NH2:44])=[CH:39][CH:38]=4)[NH:34][CH:35]=3)[C:19]=2[N:20]=1)([CH3:4])([CH3:3])[CH3:2]. (4) The product is: [CH2:1]([N:3]([CH2:13][CH3:14])[C:4]1[CH:12]=[CH:11][C:7]([C:8](=[S:16])[NH2:10])=[CH:6][CH:5]=1)[CH3:2]. Given the reactants [CH2:1]([N:3]([CH2:13][CH3:14])[C:4]1[CH:12]=[CH:11][C:7]([C:8]([NH2:10])=O)=[CH:6][CH:5]=1)[CH3:2].P12(SP3(SP(SP(S3)(S1)=S)(=S)S2)=S)=[S:16], predict the reaction product.